This data is from Full USPTO retrosynthesis dataset with 1.9M reactions from patents (1976-2016). The task is: Predict the reactants needed to synthesize the given product. (1) Given the product [CH3:38][NH:39][CH2:2][CH:3]=[CH:4][CH2:5][O:6][C:7]1[CH:12]=[CH:11][CH:10]=[C:9]([C:13]([F:37])([F:36])[C:14]([F:35])([F:34])[C:15]([F:33])([F:32])[C:16]([F:31])([F:30])[C:17]([F:29])([F:28])[C:18]([F:27])([F:26])[C:19]([F:25])([F:24])[C:20]([F:23])([F:22])[F:21])[CH:8]=1, predict the reactants needed to synthesize it. The reactants are: Br[CH2:2][CH:3]=[CH:4][CH2:5][O:6][C:7]1[CH:12]=[CH:11][CH:10]=[C:9]([C:13]([F:37])([F:36])[C:14]([F:35])([F:34])[C:15]([F:33])([F:32])[C:16]([F:31])([F:30])[C:17]([F:29])([F:28])[C:18]([F:27])([F:26])[C:19]([F:25])([F:24])[C:20]([F:23])([F:22])[F:21])[CH:8]=1.[CH3:38][NH2:39].C(O)C. (2) Given the product [N:13]1([C:11]([C:6]2[NH:7][C:8]3[C:4]([CH:5]=2)=[CH:3][C:2]([O:1][CH2:46][CH2:45][CH2:44][N:38]2[CH2:43][CH2:42][CH2:41][CH2:40][CH2:39]2)=[CH:10][CH:9]=3)=[O:12])[CH2:14][CH2:15][O:16][CH2:17][CH2:18]1, predict the reactants needed to synthesize it. The reactants are: [OH:1][C:2]1[CH:3]=[C:4]2[C:8](=[CH:9][CH:10]=1)[NH:7][C:6]([C:11]([N:13]1[CH2:18][CH2:17][O:16][CH2:15][CH2:14]1)=[O:12])=[CH:5]2.C1(P(C2C=CC=CC=2)C2C=CC=CC=2)C=CC=CC=1.[N:38]1([CH2:44][CH2:45][CH2:46]O)[CH2:43][CH2:42][CH2:41][CH2:40][CH2:39]1.